From a dataset of Full USPTO retrosynthesis dataset with 1.9M reactions from patents (1976-2016). Predict the reactants needed to synthesize the given product. Given the product [OH:30][C:29]([OH:31])=[O:6].[N+:12]1([O-:30])[CH:13]=[CH:14][CH:9]=[CH:10][CH:11]=1, predict the reactants needed to synthesize it. The reactants are: CC1(O[Si](C)(C)C)C(C)[O:6]C([C:9]2[CH:14]=[CH:13][N:12]=[CH:11][C:10]=2[N+]([O-])=O)C=C1O[Si](C)(C)C.C[C:29]1(C)[O:31][O:30]1.